From a dataset of Forward reaction prediction with 1.9M reactions from USPTO patents (1976-2016). Predict the product of the given reaction. The product is: [CH2:14]([C:12]1[C:40]([C:42]([F:45])([F:44])[F:43])=[CH:10][C:9]2[NH:21][C:22](=[O:38])[CH2:23][C:24]([C:25]3[CH:30]=[CH:29][CH:28]=[C:27]([C:31]4[CH:32]=[N:33][CH:34]=[CH:35][CH:36]=4)[CH:26]=3)=[N:7][C:8]=2[CH:13]=1)[CH2:15][CH3:16]. Given the reactants C(OC(=O)[NH:7][C:8]1[CH:13]=[C:12]([CH2:14][CH2:15][CH3:16])C(C(F)(F)F)=[CH:10][C:9]=1[NH:21][C:22](=[O:38])[CH2:23][C:24](=O)[C:25]1[CH:30]=[CH:29][CH:28]=[C:27]([C:31]2[CH:32]=[N:33][CH:34]=[CH:35][CH:36]=2)[CH:26]=1)(C)(C)C.[C:40](O)([C:42]([F:45])([F:44])[F:43])=O, predict the reaction product.